Predict the product of the given reaction. From a dataset of Forward reaction prediction with 1.9M reactions from USPTO patents (1976-2016). (1) Given the reactants FC(F)(F)C(O)=O.[NH:8]1[CH2:13][CH2:12][CH:11]([NH:14][C:15]2[O:16][C:17]3[C:23]([O:24][CH2:25][CH:26]([OH:29])[CH2:27][OH:28])=[CH:22][CH:21]=[CH:20][C:18]=3[N:19]=2)[CH2:10][CH2:9]1.[CH2:30]([O:32][C:33]1[CH:34]=[C:35]([CH:38]=[C:39]([O:42][CH2:43][CH3:44])[C:40]=1[F:41])[CH:36]=O)[CH3:31].C([BH3-])#N.[Na+].C(N(C(C)C)C(C)C)C, predict the reaction product. The product is: [CH2:30]([O:32][C:33]1[CH:34]=[C:35]([CH:38]=[C:39]([O:42][CH2:43][CH3:44])[C:40]=1[F:41])[CH2:36][N:8]1[CH2:13][CH2:12][CH:11]([NH:14][C:15]2[O:16][C:17]3[C:23]([O:24][CH2:25][CH:26]([OH:29])[CH2:27][OH:28])=[CH:22][CH:21]=[CH:20][C:18]=3[N:19]=2)[CH2:10][CH2:9]1)[CH3:31]. (2) The product is: [Cl:3][C:4]1[CH:5]=[C:6]([CH:11]2[O:17][CH2:16][CH2:15][N:14]([C:18]([O:20][C:21]([CH3:22])([CH3:23])[CH3:24])=[O:19])[CH2:13][CH:12]2[CH2:25][O:26][CH3:27])[CH:7]=[CH:8][C:9]=1[Cl:10]. Given the reactants [H-].[Na+].[Cl:3][C:4]1[CH:5]=[C:6]([CH:11]2[O:17][CH2:16][CH2:15][N:14]([C:18]([O:20][C:21]([CH3:24])([CH3:23])[CH3:22])=[O:19])[CH2:13][CH:12]2[CH2:25][OH:26])[CH:7]=[CH:8][C:9]=1[Cl:10].[CH3:27]I, predict the reaction product. (3) Given the reactants [C:1]1([CH3:18])[CH:6]=[CH:5][C:4]([N:7]2[C:15](=[O:16])[C:14]3[C:9](=[CH:10][CH:11]=[CH:12][CH:13]=3)[C:8]2=[O:17])=[CH:3][CH:2]=1.[Br:19]N1C(=O)CCC1=O.C(OOC(=O)C1C=CC=CC=1)(=O)C1C=CC=CC=1, predict the reaction product. The product is: [Br:19][CH2:18][C:1]1[CH:2]=[CH:3][C:4]([N:7]2[C:15](=[O:16])[C:14]3[C:9](=[CH:10][CH:11]=[CH:12][CH:13]=3)[C:8]2=[O:17])=[CH:5][CH:6]=1.[Br-:19]. (4) Given the reactants [F:1][C:2]([F:12])([F:11])[C:3](=O)[CH2:4][C:5](OCC)=O.[CH:13]([O:20]CC)([O:17][CH2:18][CH3:19])OCC.C(OC(=O)C)(=O)C.O.[NH2:31][NH2:32], predict the reaction product. The product is: [F:1][C:2]([F:12])([F:11])[C:3]1[C:4]([C:13]([O:17][CH2:18][CH3:19])=[O:20])=[CH:5][NH:32][N:31]=1. (5) Given the reactants Br[C:2]1[CH:3]=[C:4]2[N:10]([C:11]3[C:20]4[C:15](=[CH:16][C:17]([F:21])=[CH:18][CH:19]=4)[N:14]=[C:13]([C:22]4[CH:27]=[CH:26][CH:25]=[CH:24][N:23]=4)[C:12]=3[CH:28]([CH3:30])[CH3:29])[CH2:9][C:8]([CH3:32])([CH3:31])[C:5]2=[N:6][CH:7]=1.CC(C)([O-])C.[Na+].[NH:39]1[CH2:44][CH2:43][O:42][CH2:41][CH2:40]1.CC(C1C=C(C(C)C)C(C2C=CC=CC=2P(C2CCCCC2)C2CCCCC2)=C(C(C)C)C=1)C, predict the reaction product. The product is: [CH3:32][C:8]1([CH3:31])[C:5]2=[N:6][CH:7]=[C:2]([N:39]3[CH2:44][CH2:43][O:42][CH2:41][CH2:40]3)[CH:3]=[C:4]2[N:10]([C:11]2[C:20]3[C:15](=[CH:16][C:17]([F:21])=[CH:18][CH:19]=3)[N:14]=[C:13]([C:22]3[CH:27]=[CH:26][CH:25]=[CH:24][N:23]=3)[C:12]=2[CH:28]([CH3:29])[CH3:30])[CH2:9]1. (6) Given the reactants [N:1]1([C:7]([O:9][C:10]([CH3:13])([CH3:12])[CH3:11])=[O:8])[CH2:6][CH2:5][NH:4][CH2:3][CH2:2]1.[C:14]1(=O)[CH2:17][CH2:16][CH2:15]1.C(O[BH-](OC(=O)C)OC(=O)C)(=O)C.[Na+], predict the reaction product. The product is: [CH:14]1([N:4]2[CH2:5][CH2:6][N:1]([C:7]([O:9][C:10]([CH3:13])([CH3:12])[CH3:11])=[O:8])[CH2:2][CH2:3]2)[CH2:17][CH2:16][CH2:15]1. (7) The product is: [Cl:20][C:17]1[CH:16]=[CH:15][C:14]([C:12]2[N:13]=[C:9]([S:4][CH2:1][CH2:2][CH3:3])[O:10][C:11]=2[CH2:21][CH2:22][C:23]([O:25][CH3:26])=[O:24])=[CH:19][CH:18]=1. Given the reactants [CH2:1]([SH:4])[CH2:2][CH3:3].C[O-].[Na+].Cl[C:9]1[O:10][C:11]([CH2:21][CH2:22][C:23]([O:25][CH3:26])=[O:24])=[C:12]([C:14]2[CH:19]=[CH:18][C:17]([Cl:20])=[CH:16][CH:15]=2)[N:13]=1, predict the reaction product. (8) Given the reactants C[O:2][C:3]([C:5]1([C:9]2[CH:14]=[CH:13][C:12]([NH:15][C:16]3[N:21]=[C:20]([C:22]([CH3:25])([CH3:24])[CH3:23])[CH:19]=[C:18]([NH:26][C:27]([CH3:30])([CH3:29])[CH3:28])[N:17]=3)=[CH:11][CH:10]=2)[CH2:8][CH2:7][CH2:6]1)=[O:4].[OH-].[Na+], predict the reaction product. The product is: [C:22]([C:20]1[CH:19]=[C:18]([NH:26][C:27]([CH3:30])([CH3:28])[CH3:29])[N:17]=[C:16]([NH:15][C:12]2[CH:13]=[CH:14][C:9]([C:5]3([C:3]([OH:4])=[O:2])[CH2:8][CH2:7][CH2:6]3)=[CH:10][CH:11]=2)[N:21]=1)([CH3:23])([CH3:24])[CH3:25].